Dataset: Forward reaction prediction with 1.9M reactions from USPTO patents (1976-2016). Task: Predict the product of the given reaction. (1) Given the reactants [CH2:1]([CH2:3][NH2:4])[OH:2].[C:5]([O:9][C:10](=O)[O:11]C(C)(C)C)([CH3:8])([CH3:7])[CH3:6].[OH-].[Na+], predict the reaction product. The product is: [C:10]([NH:4][CH2:3][CH2:1][OH:2])([O:9][C:5]([CH3:8])([CH3:7])[CH3:6])=[O:11]. (2) Given the reactants Br[C:2]1[CH:7]=[CH:6][N:5]=[C:4]2[N:8]([CH2:20][O:21][CH2:22][CH2:23][Si:24]([CH3:27])([CH3:26])[CH3:25])[C:9]([C:11]3[CH:19]=[C:18]4[C:14]([CH:15]=[N:16][NH:17]4)=[CH:13][CH:12]=3)=[CH:10][C:3]=12.CC1(C)C(C)(C)OB([C:36]2[CH:41]=[CH:40][N:39]=[C:38]([NH2:42])[CH:37]=2)O1.C(=O)([O-])[O-].[Na+].[Na+].P([O-])([O-])([O-])=O.[K+].[K+].[K+], predict the reaction product. The product is: [NH:17]1[C:18]2[C:14](=[CH:13][CH:12]=[C:11]([C:9]3[N:8]([CH2:20][O:21][CH2:22][CH2:23][Si:24]([CH3:27])([CH3:26])[CH3:25])[C:4]4=[N:5][CH:6]=[CH:7][C:2]([C:36]5[CH:41]=[CH:40][N:39]=[C:38]([NH2:42])[CH:37]=5)=[C:3]4[CH:10]=3)[CH:19]=2)[CH:15]=[N:16]1. (3) Given the reactants [CH3:1][C@:2]12[CH2:22][CH2:21][C:16]3([O:20][CH2:19][CH2:18][O:17]3)[CH2:15][CH:14]1[CH2:13][CH2:12][C@@H:11]1[C@@H:3]2[C@@H:4]([OH:30])[CH2:5][C@@:6]2([CH3:29])[C@H:10]1[CH2:9][CH2:8][C@@H:7]2[C:23]1([CH3:28])OCC[O:24]1.OS(O)(=O)=O, predict the reaction product. The product is: [OH:30][C@@H:4]1[C@H:3]2[C@@H:11]([CH2:12][CH2:13][CH:14]3[C@:2]2([CH3:1])[CH2:22][CH2:21][C:16]2([O:20][CH2:19][CH2:18][O:17]2)[CH2:15]3)[C@H:10]2[C@@:6]([CH3:29])([C@@H:7]([C:23](=[O:24])[CH3:28])[CH2:8][CH2:9]2)[CH2:5]1. (4) Given the reactants [Cl-].[Br:2][C:3]1[C:11]2[CH2:10][O:9][C:8](=[O:12])[C:7]=2[CH:6]=[CH:5][C:4]=1/[CH:13]=[CH:14]/[CH:15]1[CH2:20][CH2:19][NH2+:18][CH2:17][CH2:16]1.[N:21]1([C:26]2[CH:31]=[CH:30][C:29]([CH2:32][C:33](O)=[O:34])=[CH:28][CH:27]=2)[CH:25]=[N:24][N:23]=[N:22]1, predict the reaction product. The product is: [Br:2][C:3]1[C:11]2[CH2:10][O:9][C:8](=[O:12])[C:7]=2[CH:6]=[CH:5][C:4]=1/[CH:13]=[CH:14]/[CH:15]1[CH2:20][CH2:19][N:18]([C:33](=[O:34])[CH2:32][C:29]2[CH:28]=[CH:27][C:26]([N:21]3[CH:25]=[N:24][N:23]=[N:22]3)=[CH:31][CH:30]=2)[CH2:17][CH2:16]1. (5) Given the reactants [F:1][CH2:2][CH2:3][NH:4][C:5]1[CH:10]=[CH:9][CH:8]=[CH:7][CH:6]=1.[CH2:11]([O:13][C:14]([C:16]1[CH2:21][CH2:20][CH2:19][CH:18](Br)[C:17]=1O)=[O:15])[CH3:12], predict the reaction product. The product is: [CH2:11]([O:13][C:14]([CH:16]1[C:17]2[C:10]3[C:5](=[CH:6][CH:7]=[CH:8][CH:9]=3)[N:4]([CH2:3][CH2:2][F:1])[C:18]=2[CH2:19][CH2:20][CH2:21]1)=[O:15])[CH3:12]. (6) Given the reactants [CH2:1]([O:3][C:4](=[O:30])[CH:5](N1C2C=CC=CC=2N=N1)[N:6]([CH2:14][C:15]1[CH:20]=[CH:19][CH:18]=[CH:17][CH:16]=1)[CH2:7][C:8]1[CH:13]=[CH:12][CH:11]=[CH:10][CH:9]=1)[CH3:2].[Cl-].[Al+3].[Cl-].[Cl-].[CH3:35][O:36][C:37]1[CH:42]=[CH:41][CH:40]=[C:39]([O:43][CH3:44])[CH:38]=1, predict the reaction product. The product is: [CH2:1]([O:3][C:4](=[O:30])[CH:5]([N:6]([CH2:14][C:15]1[CH:20]=[CH:19][CH:18]=[CH:17][CH:16]=1)[CH2:7][C:8]1[CH:9]=[CH:10][CH:11]=[CH:12][CH:13]=1)[C:40]1[CH:41]=[CH:42][C:37]([O:36][CH3:35])=[CH:38][C:39]=1[O:43][CH3:44])[CH3:2].